This data is from Catalyst prediction with 721,799 reactions and 888 catalyst types from USPTO. The task is: Predict which catalyst facilitates the given reaction. (1) Reactant: Br[C:2]1[C:7](=[O:8])[NH:6][C:4](=[O:5])[C:3]=1Br.C(=O)([O-])O.[Na+].[C:15]1([SH:21])[CH:20]=[CH:19][CH:18]=[CH:17][CH:16]=1. Product: [C:15]1([S:21][C:3]2[C:4](=[O:5])[NH:6][C:7](=[O:8])[C:2]=2[S:21][C:15]2[CH:20]=[CH:19][CH:18]=[CH:17][CH:16]=2)[CH:20]=[CH:19][CH:18]=[CH:17][CH:16]=1. The catalyst class is: 5. (2) Reactant: [H-].[Na+].[OH:3][CH:4]1[CH2:7][N:6]([C:8]([O:10][C:11]([CH3:14])([CH3:13])[CH3:12])=[O:9])[CH2:5]1.Br[CH2:16][C:17]#[N:18]. Product: [C:17]([CH2:16][O:3][CH:4]1[CH2:5][N:6]([C:8]([O:10][C:11]([CH3:14])([CH3:13])[CH3:12])=[O:9])[CH2:7]1)#[N:18]. The catalyst class is: 1. (3) Product: [CH2:15]([O:22][C:23](=[O:31])[NH:24][C@H:25]1[CH2:28][C@@H:27]([CH2:29][N:36]2[CH2:37][CH2:38][CH:33]([OH:32])[CH2:34][CH2:35]2)[CH2:26]1)[C:16]1[CH:21]=[CH:20][CH:19]=[CH:18][CH:17]=1. The catalyst class is: 2. Reactant: C(O[BH-](OC(=O)C)OC(=O)C)(=O)C.[Na+].[CH2:15]([O:22][C:23](=[O:31])[NH:24][C@H:25]1[CH2:28][C@@H:27]([CH:29]=O)[CH2:26]1)[C:16]1[CH:21]=[CH:20][CH:19]=[CH:18][CH:17]=1.[OH:32][CH:33]1[CH2:38][CH2:37][NH:36][CH2:35][CH2:34]1. (4) Reactant: [OH:1][CH:2]([C:14]1[C:23]2[C:18](=[CH:19][CH:20]=[C:21]([O:24][CH3:25])[CH:22]=2)[N:17]=[CH:16][CH:15]=1)[CH2:3][CH2:4][C@@H:5]1[CH2:10][CH2:9][NH:8][CH2:7][C@@H:6]1[C:11]([OH:13])=[O:12].[OH:26][C:27]1([C:32]2[CH:37]=[CH:36][CH:35]=[CH:34][CH:33]=2)[CH2:30][C:29](=O)[CH2:28]1.C([BH3-])#N. Product: [OH:1][CH:2]([C:14]1[C:23]2[C:18](=[CH:19][CH:20]=[C:21]([O:24][CH3:25])[CH:22]=2)[N:17]=[CH:16][CH:15]=1)[CH2:3][CH2:4][C@@H:5]1[CH2:10][CH2:9][N:8]([CH:29]2[CH2:28][C:27]([OH:26])([C:32]3[CH:37]=[CH:36][CH:35]=[CH:34][CH:33]=3)[CH2:30]2)[CH2:7][C@@H:6]1[C:11]([OH:13])=[O:12]. The catalyst class is: 5. (5) Reactant: [Cl:1][C:2]1[CH:7]=[CH:6][C:5]([N:8]2[C:12]([CH:13]([CH3:15])[CH3:14])=[C:11]([C:16]([OH:18])=O)[N:10]=[N:9]2)=[CH:4][CH:3]=1.CN(C=O)C.C(Cl)(=O)C([Cl:27])=O. Product: [Cl:1][C:2]1[CH:7]=[CH:6][C:5]([N:8]2[C:12]([CH:13]([CH3:15])[CH3:14])=[C:11]([C:16]([Cl:27])=[O:18])[N:10]=[N:9]2)=[CH:4][CH:3]=1. The catalyst class is: 4.